Dataset: Peptide-MHC class I binding affinity with 185,985 pairs from IEDB/IMGT. Task: Regression. Given a peptide amino acid sequence and an MHC pseudo amino acid sequence, predict their binding affinity value. This is MHC class I binding data. The peptide sequence is MMNITRLEV. The MHC is HLA-A02:02 with pseudo-sequence HLA-A02:02. The binding affinity (normalized) is 0.645.